This data is from Peptide-MHC class II binding affinity with 134,281 pairs from IEDB. The task is: Regression. Given a peptide amino acid sequence and an MHC pseudo amino acid sequence, predict their binding affinity value. This is MHC class II binding data. (1) The peptide sequence is WFVRNPFFAVTALTI. The MHC is HLA-DQA10601-DQB10402 with pseudo-sequence HLA-DQA10601-DQB10402. The binding affinity (normalized) is 0.589. (2) The peptide sequence is GTKGEAKDVIPEGWK. The MHC is HLA-DPA10301-DPB10402 with pseudo-sequence HLA-DPA10301-DPB10402. The binding affinity (normalized) is 0.118. (3) The peptide sequence is KIYHKCDNACIGSIR. The MHC is DRB3_0101 with pseudo-sequence DRB3_0101. The binding affinity (normalized) is 0.435. (4) The peptide sequence is DDIKATYDKGILTVS. The MHC is HLA-DQA10301-DQB10302 with pseudo-sequence HLA-DQA10301-DQB10302. The binding affinity (normalized) is 0.344. (5) The peptide sequence is GIGVLLTWIGLNSKN. The MHC is DRB3_0101 with pseudo-sequence DRB3_0101. The binding affinity (normalized) is 0.472. (6) The peptide sequence is AYGRGIRYDERPEQL. The MHC is DRB1_1101 with pseudo-sequence DRB1_1101. The binding affinity (normalized) is 0.161.